Dataset: Catalyst prediction with 721,799 reactions and 888 catalyst types from USPTO. Task: Predict which catalyst facilitates the given reaction. (1) Reactant: [C:1]1([C:7]2[NH:8][C:9](=[O:13])[CH2:10][S:11][CH:12]=2)[CH:6]=[CH:5][CH:4]=[CH:3][CH:2]=1.[C:14](=O)([O-])[O-].[K+].[K+].CI. Product: [CH3:14][N:8]1[C:7]([C:1]2[CH:2]=[CH:3][CH:4]=[CH:5][CH:6]=2)=[CH:12][S:11][CH2:10][C:9]1=[O:13]. The catalyst class is: 10. (2) Reactant: [C:1]([N:8]1[CH2:12][CH2:11][C@@H:10]([C:13]([OH:15])=O)[CH2:9]1)([O:3][C:4]([CH3:7])([CH3:6])[CH3:5])=[O:2].Cl.CN(C)CCCN=C=NCC.ON1C2C=CC=CC=2N=N1.Cl.[CH3:39][NH:40][O:41][CH3:42].C(N(CC)CC)C. Product: [CH3:42][O:41][N:40]([CH3:39])[C:13]([C@@H:10]1[CH2:11][CH2:12][N:8]([C:1]([O:3][C:4]([CH3:5])([CH3:6])[CH3:7])=[O:2])[CH2:9]1)=[O:15]. The catalyst class is: 2. (3) Reactant: CN(C(ON1N=N[C:11]2C=CC=N[C:10]1=2)=[N+](C)C)C.F[P-](F)(F)(F)(F)F.[NH2:25][C:26]1[CH:31]=[CH:30][C:29]([N:32]2[CH:37]=[CH:36][C:35]([O:38][CH2:39][C:40]3[CH:45]=[CH:44][C:43]([Cl:46])=[CH:42][CH:41]=3)=[CH:34][C:33]2=[O:47])=[CH:28][C:27]=1[NH:48][CH3:49].[CH:50](N(CC)C(C)C)(C)C.C(O)(=O)CC. Product: [Cl:46][C:43]1[CH:44]=[CH:45][C:40]([CH2:39][O:38][C:35]2[CH:36]=[CH:37][N:32]([C:29]3[CH:30]=[CH:31][C:26]4[N:25]=[C:49]([CH2:10][CH3:11])[N:48]([CH3:50])[C:27]=4[CH:28]=3)[C:33](=[O:47])[CH:34]=2)=[CH:41][CH:42]=1. The catalyst class is: 3. (4) Reactant: [F:1][C:2]([F:22])([F:21])[O:3][C:4]1[CH:9]=[CH:8][C:7]([S:10]([N:13]2[CH2:18][CH2:17][CH:16]([O:19][NH2:20])[CH2:15][CH2:14]2)(=[O:12])=[O:11])=[CH:6][CH:5]=1.[CH:23]([C:25]1[CH:26]=[C:27]([CH:30]=[CH:31][CH:32]=1)[C:28]#[N:29])=O.C(O)(=O)C. Product: [F:22][C:2]([F:1])([F:21])[O:3][C:4]1[CH:5]=[CH:6][C:7]([S:10]([N:13]2[CH2:18][CH2:17][CH:16]([O:19]/[N:20]=[CH:23]/[C:25]3[CH:26]=[C:27]([CH:30]=[CH:31][CH:32]=3)[C:28]#[N:29])[CH2:15][CH2:14]2)(=[O:11])=[O:12])=[CH:8][CH:9]=1. The catalyst class is: 14. (5) Reactant: [F:1][C:2]([F:50])([F:49])[C:3]1[CH:4]=[C:5]([CH:42]=[C:43]([C:45]([F:48])([F:47])[F:46])[CH:44]=1)[CH2:6][N:7]([CH2:14][C:15]1[CH:20]=[C:19]([C:21]([F:24])([F:23])[F:22])[CH:18]=[CH:17][C:16]=1[C:25]1[C:30]([Cl:31])=[CH:29][CH:28]=[C:27]([CH2:32][N:33](C)[C:34](=O)OC(C)(C)C)[CH:26]=1)[C:8]1[N:9]=[N:10][N:11]([CH3:13])[N:12]=1.FC(F)(F)C(O)=O. Product: [F:49][C:2]([F:1])([F:50])[C:3]1[CH:4]=[C:5]([CH:42]=[C:43]([C:45]([F:48])([F:47])[F:46])[CH:44]=1)[CH2:6][N:7]([CH2:14][C:15]1[CH:20]=[C:19]([C:21]([F:22])([F:23])[F:24])[CH:18]=[CH:17][C:16]=1[C:25]1[CH:26]=[C:27]([CH2:32][NH:33][CH3:34])[CH:28]=[CH:29][C:30]=1[Cl:31])[C:8]1[N:9]=[N:10][N:11]([CH3:13])[N:12]=1. The catalyst class is: 2. (6) Reactant: [NH2:1][C:2]1[CH:10]=[CH:9][CH:8]=[C:7]2[C:3]=1[C:4](=[O:20])[N:5]([CH:12]1[CH2:17][CH2:16][C:15](=[O:18])[NH:14][C:13]1=[O:19])[C:6]2=[O:11].[C:21]1([CH2:27][C:28](Cl)=[O:29])[CH:26]=[CH:25][CH:24]=[CH:23][CH:22]=1. Product: [O:19]=[C:13]1[CH:12]([N:5]2[C:4](=[O:20])[C:3]3[C:7](=[CH:8][CH:9]=[CH:10][C:2]=3[NH:1][C:28](=[O:29])[CH2:27][C:21]3[CH:26]=[CH:25][CH:24]=[CH:23][CH:22]=3)[C:6]2=[O:11])[CH2:17][CH2:16][C:15](=[O:18])[NH:14]1. The catalyst class is: 1.